This data is from Forward reaction prediction with 1.9M reactions from USPTO patents (1976-2016). The task is: Predict the product of the given reaction. (1) Given the reactants Cl.[S:2]1[CH2:7][CH2:6][N:5]([CH2:8][C:9]([OH:11])=O)[CH2:4][CH2:3]1.[CH2:12]([C@H:19]1[CH2:23][NH:22][C@H:21]([C:24]([NH:26][C:27]2[CH:32]=[CH:31][C:30]([O:33][C:34]3[CH:39]=[CH:38][C:37]([F:40])=[CH:36][CH:35]=3)=[CH:29][CH:28]=2)=[O:25])[CH2:20]1)[C:13]1[CH:18]=[CH:17][CH:16]=[CH:15][CH:14]=1, predict the reaction product. The product is: [CH2:12]([C@H:19]1[CH2:23][N:22]([C:9](=[O:11])[CH2:8][N:5]2[CH2:4][CH2:3][S:2][CH2:7][CH2:6]2)[C@H:21]([C:24]([NH:26][C:27]2[CH:32]=[CH:31][C:30]([O:33][C:34]3[CH:35]=[CH:36][C:37]([F:40])=[CH:38][CH:39]=3)=[CH:29][CH:28]=2)=[O:25])[CH2:20]1)[C:13]1[CH:14]=[CH:15][CH:16]=[CH:17][CH:18]=1. (2) Given the reactants C([O:5][N:6]=[C:7]1[C:16]2[C:11](=[CH:12][C:13](Br)=[CH:14][CH:15]=2)[O:10][C:9]([C:18]2[N:19]=[CH:20][C:21]3[C:26]([CH:27]=2)=[CH:25][CH:24]=[CH:23][CH:22]=3)=[CH:8]1)(C)(C)C.[CH2:28]([OH:32])[CH2:29][C:30]#[CH:31], predict the reaction product. The product is: [OH:32][CH2:28][CH2:29][C:30]#[C:31][C:13]1[CH:12]=[C:11]2[C:16]([C:7](=[N:6][OH:5])[CH:8]=[C:9]([C:18]3[N:19]=[CH:20][C:21]4[C:26]([CH:27]=3)=[CH:25][CH:24]=[CH:23][CH:22]=4)[O:10]2)=[CH:15][CH:14]=1. (3) Given the reactants [NH2:1][C:2]1[N:7]=[C:6]([CH:8]([NH:18][C:19](=[O:31])[CH2:20][C:21]2[C:29]3[C:24](=[CH:25][CH:26]=[C:27]([F:30])[CH:28]=3)[NH:23][CH:22]=2)[CH2:9][C:10]2[CH:15]=[C:14]([F:16])[CH:13]=[C:12]([F:17])[CH:11]=2)[C:5](Br)=[CH:4][CH:3]=1.[Cl:33][C:34]1[CH:39]=[CH:38][C:37](B(O)O)=[CH:36][CH:35]=1, predict the reaction product. The product is: [NH2:1][C:2]1[N:7]=[C:6]([CH:8]([NH:18][C:19](=[O:31])[CH2:20][C:21]2[C:29]3[C:24](=[CH:25][CH:26]=[C:27]([F:30])[CH:28]=3)[NH:23][CH:22]=2)[CH2:9][C:10]2[CH:15]=[C:14]([F:16])[CH:13]=[C:12]([F:17])[CH:11]=2)[C:5]([C:37]2[CH:38]=[CH:39][C:34]([Cl:33])=[CH:35][CH:36]=2)=[CH:4][CH:3]=1.